The task is: Regression/Classification. Given a drug SMILES string, predict its absorption, distribution, metabolism, or excretion properties. Task type varies by dataset: regression for continuous measurements (e.g., permeability, clearance, half-life) or binary classification for categorical outcomes (e.g., BBB penetration, CYP inhibition). Dataset: cyp3a4_veith.. This data is from CYP3A4 inhibition data for predicting drug metabolism from PubChem BioAssay. (1) The drug is CN(Cc1ccco1)c1ccnc(-c2cccnc2)n1. The result is 1 (inhibitor). (2) The molecule is O=C(O)c1cn(C2CC2)c2cc(N3CCNCC3)c(F)cc2c1=O. The result is 0 (non-inhibitor). (3) The molecule is CCCS(=O)(=O)N1CCCC(C(=O)NCCCN2CCN(c3ccccc3F)CC2)C1. The result is 0 (non-inhibitor). (4) The molecule is CC(=O)NCCNc1ncnc2ccc(-c3ccc4c(c3)OCO4)cc12. The result is 1 (inhibitor). (5) The molecule is CC1CCCC(C)N1C(=O)C1CC(c2ccc(F)cc2)=NO1. The result is 1 (inhibitor). (6) The drug is Cc1ccc2c(c1)N(CCC(=O)NCc1cccnc1)C(=O)CO2. The result is 1 (inhibitor).